From a dataset of Reaction yield outcomes from USPTO patents with 853,638 reactions. Predict the reaction yield, written as a fraction of the theoretical maximum amount of product (1.0 means a 100% yield; for example, 0.34 means a 34% yield). (1) The reactants are [C:1]([O:5][C:6](=[O:24])[C:7]([S:10][C:11]1[CH:20]=[CH:19][C:18]2[CH2:17][CH:16]([NH:21][CH2:22][CH3:23])[CH2:15][CH2:14][C:13]=2[CH:12]=1)([CH3:9])[CH3:8])([CH3:4])([CH3:3])[CH3:2].[F:25][C:26]([F:38])([F:37])[O:27][C:28]1[CH:33]=[CH:32][C:31]([N:34]=[C:35]=[O:36])=[CH:30][CH:29]=1. The catalyst is C(Cl)Cl. The product is [C:1]([O:5][C:6](=[O:24])[C:7]([S:10][C:11]1[CH:20]=[CH:19][C:18]2[CH2:17][CH:16]([N:21]([CH2:22][CH3:23])[C:35]([NH:34][C:31]3[CH:32]=[CH:33][C:28]([O:27][C:26]([F:25])([F:37])[F:38])=[CH:29][CH:30]=3)=[O:36])[CH2:15][CH2:14][C:13]=2[CH:12]=1)([CH3:9])[CH3:8])([CH3:2])([CH3:3])[CH3:4]. The yield is 0.580. (2) The reactants are [O:1]1[C:5]2[CH:6]=[CH:7][CH:8]=[CH:9][C:4]=2[N:3]=[C:2]1[CH:10]([C@@H:12]([NH:16][C:17](=[O:41])[CH:18]([CH2:30][S:31](CC1C=CC=CC=1)(=[O:33])=[O:32])[CH2:19][S:20]([CH2:23][C:24]1[CH:29]=[CH:28][CH:27]=[CH:26][CH:25]=1)(=[O:22])=[O:21])[CH2:13][CH2:14][CH3:15])[OH:11].S([O-])([O-])(=O)=S.[Na+].[Na+].C(=O)(O)[O-].[Na+]. The catalyst is C(Cl)Cl. The product is [O:1]1[C:5]2[CH:6]=[CH:7][CH:8]=[CH:9][C:4]=2[N:3]=[C:2]1[C:10]([C@@H:12]([NH:16][C:17](=[O:41])[C:18]([CH:30]=[S:31](=[O:33])=[O:32])([CH2:23][C:24]1[CH:29]=[CH:28][CH:27]=[CH:26][CH:25]=1)[CH2:19][S:20]([CH2:23][C:24]1[CH:29]=[CH:28][CH:27]=[CH:26][CH:25]=1)(=[O:22])=[O:21])[CH2:13][CH2:14][CH3:15])=[O:11]. The yield is 0.740. (3) The reactants are [NH2:1][C:2](=[O:34])[CH2:3][O:4][C:5]1[CH:6]=[C:7]2[C:12](=[CH:13][CH:14]=1)[C:11](=[O:15])[N:10]([CH2:16][CH:17]([CH3:19])[CH3:18])[C:9]([CH2:20][NH:21]C(=O)OC(C)(C)C)=[C:8]2[O:29][CH2:30][CH2:31][CH2:32][CH3:33].[ClH:35]. The catalyst is C(OCC)(=O)C. The product is [ClH:35].[NH2:21][CH2:20][C:9]1[N:10]([CH2:16][CH:17]([CH3:18])[CH3:19])[C:11](=[O:15])[C:12]2[C:7]([C:8]=1[O:29][CH2:30][CH2:31][CH2:32][CH3:33])=[CH:6][C:5]([O:4][CH2:3][C:2]([NH2:1])=[O:34])=[CH:14][CH:13]=2. The yield is 0.920. (4) The reactants are [NH:1]1[C:5]([NH2:6])=[CH:4][CH:3]=[N:2]1.[CH3:7][C:8]([CH2:10][C:11]([C:13]([O:15][CH3:16])=[O:14])=O)=O. The catalyst is CO. The product is [CH3:7][C:8]1[N:1]2[N:2]=[CH:3][CH:4]=[C:5]2[N:6]=[C:11]([C:13]([O:15][CH3:16])=[O:14])[CH:10]=1. The yield is 0.720. (5) The product is [C:10]([O:14][C:15](=[O:39])[C:16]1[CH:21]=[CH:20][C:19]([C:22](=[O:37])[CH2:23][C@:24]([C:6]#[N:7])([C:29]2[CH:34]=[C:33]([Cl:35])[CH:32]=[C:31]([Cl:36])[CH:30]=2)[C:25]([F:26])([F:28])[F:27])=[CH:18][C:17]=1[CH3:38])([CH3:13])([CH3:12])[CH3:11]. The reactants are [C-]#N.[K+].CC(C)(O)[C:6]#[N:7].[C:10]([O:14][C:15](=[O:39])[C:16]1[CH:21]=[CH:20][C:19]([C:22](=[O:37])/[CH:23]=[C:24](\[C:29]2[CH:34]=[C:33]([Cl:35])[CH:32]=[C:31]([Cl:36])[CH:30]=2)/[C:25]([F:28])([F:27])[F:26])=[CH:18][C:17]=1[CH3:38])([CH3:13])([CH3:12])[CH3:11].O. The yield is 0.676. The catalyst is C1(C)C=CC=CC=1. (6) The reactants are [NH2:1][C:2]1[CH:3]=[CH:4][C:5]([C:21]([N:23]2[CH2:28][CH2:27][CH2:26][CH2:25][CH2:24]2)=[O:22])=[C:6]([NH:8][S:9]([C:12]2[C:17]3=[N:18][S:19][N:20]=[C:16]3[CH:15]=[CH:14][CH:13]=2)(=[O:11])=[O:10])[CH:7]=1.CO[CH:31]1[CH2:35][CH2:34][CH:33](OC)O1.C(Cl)Cl. The catalyst is C(O)(=O)C. The product is [N:23]1([C:21]([C:5]2[CH:4]=[CH:3][C:2]([N:1]3[CH:31]=[CH:35][CH:34]=[CH:33]3)=[CH:7][C:6]=2[NH:8][S:9]([C:12]2[C:17]3=[N:18][S:19][N:20]=[C:16]3[CH:15]=[CH:14][CH:13]=2)(=[O:11])=[O:10])=[O:22])[CH2:24][CH2:25][CH2:26][CH2:27][CH2:28]1. The yield is 0.430. (7) The reactants are [CH3:1][O:2][C:3]1[CH:4]=[C:5]2[C:10](=[CH:11][C:12]=1[O:13][CH3:14])[N:9]=[CH:8][CH:7]=[C:6]2[O:15][C:16]1[CH:22]=[CH:21][C:19]([NH2:20])=[C:18]([CH3:23])[C:17]=1[CH3:24].[CH2:25]([N:27]([CH2:30][CH3:31])[CH2:28][CH3:29])[CH3:26].[C:32](Cl)(Cl)=[S:33].[CH2:36]([N:38](CC)CC(N)C)C. The catalyst is CN(C)C=O.C(OCC)(=O)C. The product is [CH3:1][O:2][C:3]1[CH:4]=[C:5]2[C:10](=[CH:11][C:12]=1[O:13][CH3:14])[N:9]=[CH:8][CH:7]=[C:6]2[O:15][C:16]1[CH:22]=[CH:21][C:19]([NH:20][C:32]([NH:38][CH2:36][CH2:26][CH2:25][N:27]([CH2:30][CH3:31])[CH2:28][CH3:29])=[S:33])=[C:18]([CH3:23])[C:17]=1[CH3:24]. The yield is 0.450.